Predict the product of the given reaction. From a dataset of Forward reaction prediction with 1.9M reactions from USPTO patents (1976-2016). (1) Given the reactants [CH3:1][O:2][C:3]1[CH:4]=[C:5]([CH:11]=[C:12]([O:16][CH3:17])[C:13]=1[O:14][CH3:15])[CH:6]([OH:10])[C:7]([OH:9])=[O:8].[C:18](Cl)(=[O:20])[CH3:19], predict the reaction product. The product is: [C:18]([O:10][CH:6]([C:5]1[CH:11]=[C:12]([O:16][CH3:17])[C:13]([O:14][CH3:15])=[C:3]([O:2][CH3:1])[CH:4]=1)[C:7]([OH:9])=[O:8])(=[O:20])[CH3:19]. (2) The product is: [C:28]([O-:30])(=[O:29])[CH3:22].[NH4+:9].[F:1][C:2]1[CH:18]=[CH:17][C:5]([CH2:6][C:7]2[S:11][C:10](=[N:12][C:28]([C:22]34[CH2:23][CH:24]5[CH2:27][CH:20]([CH2:19][CH:26]3[CH2:25]5)[CH2:21]4)=[O:29])[N:9]([CH2:13][CH2:14][O:15][CH3:16])[CH:8]=2)=[CH:4][CH:3]=1. Given the reactants [F:1][C:2]1[CH:18]=[CH:17][C:5]([CH2:6][C:7]2[S:11][C:10](=[NH:12])[N:9]([CH2:13][CH2:14][O:15][CH3:16])[CH:8]=2)=[CH:4][CH:3]=1.[CH2:19]1[CH:26]2[C:22]3([C:28]([OH:30])=[O:29])[CH2:23][CH:24]([CH2:27][CH:20]1[CH2:21]3)[CH2:25]2.CN(C(ON1N=NC2C=CC=NC1=2)=[N+](C)C)C.F[P-](F)(F)(F)(F)F.C(N(CC)CC)C, predict the reaction product. (3) Given the reactants [NH2:1][C:2]1[N:7]=[C:6]([C:8]([NH:10][CH:11]([C:13]2[CH:14]=[N:15][C:16]([O:20][CH2:21][C:22]([F:25])([F:24])[F:23])=[C:17]([F:19])[CH:18]=2)[CH3:12])=[O:9])[CH:5]=[C:4]([CH3:26])[N:3]=1.[CH:27]1([C:31](Cl)=[O:32])[CH2:30][CH2:29][CH2:28]1, predict the reaction product. The product is: [CH:27]1([C:31]([NH:1][C:2]2[N:7]=[C:6]([C:8]([NH:10][CH:11]([C:13]3[CH:14]=[N:15][C:16]([O:20][CH2:21][C:22]([F:24])([F:23])[F:25])=[C:17]([F:19])[CH:18]=3)[CH3:12])=[O:9])[CH:5]=[C:4]([CH3:26])[N:3]=2)=[O:32])[CH2:30][CH2:29][CH2:28]1. (4) Given the reactants [O:1]=[C:2]1[NH:11][C:10]2[N:9]=[CH:8][CH:7]=[C:6]([O:12][C:13]3[CH:19]=[CH:18][C:16]([NH2:17])=[CH:15][CH:14]=3)[C:5]=2[CH2:4][CH2:3]1.[F:20][C:21]1[CH:26]=[CH:25][C:24]([N:27]=[C:28]=[O:29])=[CH:23][CH:22]=1.O1CCCC1.CN(C)C=O, predict the reaction product. The product is: [F:20][C:21]1[CH:26]=[CH:25][C:24]([NH:27][C:28]([NH:17][C:16]2[CH:15]=[CH:14][C:13]([O:12][C:6]3[C:5]4[CH2:4][CH2:3][C:2](=[O:1])[NH:11][C:10]=4[N:9]=[CH:8][CH:7]=3)=[CH:19][CH:18]=2)=[O:29])=[CH:23][CH:22]=1. (5) Given the reactants [CH3:1][O:2][C:3]1[CH:4]=[CH:5][C:6]2[N:10]=[CH:9][N:8]([CH2:11][C:12]3[CH:23]=[CH:22][C:15]4[N:16]=[C:17](S(C)=O)[O:18][C:14]=4[CH:13]=3)[C:7]=2[CH:24]=1.[NH2:25][C@@H:26]1[CH2:31][CH2:30][CH2:29][CH2:28][C@H:27]1[OH:32].CCN(C(C)C)C(C)C.O, predict the reaction product. The product is: [CH3:1][O:2][C:3]1[CH:4]=[CH:5][C:6]2[N:10]=[CH:9][N:8]([CH2:11][C:12]3[CH:23]=[CH:22][C:15]4[N:16]=[C:17]([NH:25][C@@H:26]5[CH2:31][CH2:30][CH2:29][CH2:28][C@H:27]5[OH:32])[O:18][C:14]=4[CH:13]=3)[C:7]=2[CH:24]=1. (6) The product is: [OH:14][CH2:13][CH2:12][CH:9]1[CH2:10][CH2:11][CH:6]([C:4]([O:3][CH2:1][CH3:2])=[O:5])[CH2:7][CH2:8]1. Given the reactants [CH2:1]([O:3][C:4]([CH:6]1[CH2:11][CH2:10][CH:9]([CH2:12][C:13](O)=[O:14])[CH2:8][CH2:7]1)=[O:5])[CH3:2].S(Cl)(Cl)=O.CN(C=O)C.O, predict the reaction product.